Dataset: Catalyst prediction with 721,799 reactions and 888 catalyst types from USPTO. Task: Predict which catalyst facilitates the given reaction. (1) Reactant: [H-].[Li+].[Cl:3][C:4]1[CH:5]=[C:6]([C:11](=[O:16])[C:12]([F:15])([F:14])[F:13])[CH:7]=[C:8]([Cl:10])[CH:9]=1.[Br:17][C:18]1[CH:19]=[C:20]([C:24](=[O:26])[CH3:25])[S:21][C:22]=1[CH3:23].C(OC)(C)(C)C. Product: [Br:17][C:18]1[CH:19]=[C:20]([C:24](=[O:26])[CH2:25][C:11]([C:6]2[CH:5]=[C:4]([Cl:3])[CH:9]=[C:8]([Cl:10])[CH:7]=2)([OH:16])[C:12]([F:13])([F:14])[F:15])[S:21][C:22]=1[CH3:23]. The catalyst class is: 1. (2) Reactant: [N:1]([C@@H:4]1[C@@H:11]([CH3:12])[O:10][C@H:7](OC)[C@@H:6]([O:13][CH2:14][C:15]2[CH:20]=[CH:19][CH:18]=[CH:17][CH:16]=2)[C@H:5]1[O:21][C:22](=[O:29])[C:23]1[CH:28]=[CH:27][CH:26]=[CH:25][CH:24]=1)=[N+:2]=[N-:3].[C:37]([O:40]C(=O)C)(=[O:39])[CH3:38].[C:37]([OH:40])(=[O:39])[CH3:38].S(=O)(=O)(O)O. Product: [C:37]([O:40][C@H:7]1[O:10][C@H:11]([CH3:12])[C@@H:4]([N:1]=[N+:2]=[N-:3])[C@H:5]([O:21][C:22](=[O:29])[C:23]2[CH:28]=[CH:27][CH:26]=[CH:25][CH:24]=2)[C@@H:6]1[O:13][CH2:14][C:15]1[CH:16]=[CH:17][CH:18]=[CH:19][CH:20]=1)(=[O:39])[CH3:38]. The catalyst class is: 2. (3) Reactant: [CH2:1]([C:5]1[CH:10]=[CH:9][C:8]([C:11]([N:13]2[CH2:18][CH2:17][CH:16]([N:19]3[C:23]4[CH:24]=[CH:25][CH:26]=[CH:27][C:22]=4[NH:21][C:20]3=[S:28])[CH2:15][CH2:14]2)=[O:12])=[CH:7][CH:6]=1)[CH2:2][CH2:3][CH3:4].CI.[C:31](=O)([O-])[O-].[K+].[K+]. Product: [CH2:1]([C:5]1[CH:6]=[CH:7][C:8]([C:11]([N:13]2[CH2:18][CH2:17][CH:16]([N:19]3[C:23]4[CH:24]=[CH:25][CH:26]=[CH:27][C:22]=4[N:21]=[C:20]3[S:28][CH3:31])[CH2:15][CH2:14]2)=[O:12])=[CH:9][CH:10]=1)[CH2:2][CH2:3][CH3:4]. The catalyst class is: 10. (4) Reactant: C(OC([N:8]1[CH2:13][CH2:12][N:11]([C:14]2[CH:19]=[CH:18][C:17]([C:20]3[N:24]=[C:23]([CH3:25])[O:22][N:21]=3)=[CH:16][CH:15]=2)[CH2:10][CH2:9]1)=O)(C)(C)C.[ClH:26]. Product: [ClH:26].[CH3:25][C:23]1[O:22][N:21]=[C:20]([C:17]2[CH:16]=[CH:15][C:14]([N:11]3[CH2:12][CH2:13][NH:8][CH2:9][CH2:10]3)=[CH:19][CH:18]=2)[N:24]=1. The catalyst class is: 12.